From a dataset of Peptide-MHC class I binding affinity with 185,985 pairs from IEDB/IMGT. Regression. Given a peptide amino acid sequence and an MHC pseudo amino acid sequence, predict their binding affinity value. This is MHC class I binding data. (1) The peptide sequence is RKWGLDFCY. The MHC is HLA-A02:03 with pseudo-sequence HLA-A02:03. The binding affinity (normalized) is 0.0847. (2) The peptide sequence is LIDGRTSFY. The MHC is HLA-B15:42 with pseudo-sequence HLA-B15:42. The binding affinity (normalized) is 0.213. (3) The peptide sequence is EGAGIDDPV. The MHC is HLA-A02:03 with pseudo-sequence HLA-A02:03. The binding affinity (normalized) is 0.0847.